From a dataset of Forward reaction prediction with 1.9M reactions from USPTO patents (1976-2016). Predict the product of the given reaction. (1) The product is: [CH3:65][O:66][CH2:67][CH2:68][NH:69][C:11]([N:8]1[CH2:7][CH2:6][N:5]([CH2:4][CH2:3][N:2]([CH3:1])[CH2:23][C:24]2[CH:29]=[CH:28][CH:27]=[C:26]([C:30](=[O:64])[NH:31][C:32]3[CH:37]=[CH:36][C:35]([N:38]4[CH2:39][CH2:40][CH2:41][CH2:42][CH2:43]4)=[CH:34][C:33]=3[C:44]3[CH:49]=[C:48]([C:50](=[O:63])[NH:51][CH2:52][C:53]4[CH:58]=[CH:57][CH:56]=[C:55]([C:59]([F:60])([F:62])[F:61])[CH:54]=4)[CH:47]=[CH:46][N:45]=3)[N:25]=2)[CH2:10][CH2:9]1)=[O:12]. Given the reactants [CH3:1][N:2]([CH2:23][C:24]1[CH:29]=[CH:28][CH:27]=[C:26]([C:30](=[O:64])[NH:31][C:32]2[CH:37]=[CH:36][C:35]([N:38]3[CH2:43][CH2:42][CH2:41][CH2:40][CH2:39]3)=[CH:34][C:33]=2[C:44]2[CH:49]=[C:48]([C:50](=[O:63])[NH:51][CH2:52][C:53]3[CH:58]=[CH:57][CH:56]=[C:55]([C:59]([F:62])([F:61])[F:60])[CH:54]=3)[CH:47]=[CH:46][N:45]=2)[N:25]=1)[CH2:3][CH2:4][N:5]1[CH2:10][CH2:9][N:8]([C:11](OC2C=CC([N+]([O-])=O)=CC=2)=[O:12])[CH2:7][CH2:6]1.[CH3:65][O:66][CH2:67][CH2:68][NH2:69].C(N(CC)C(C)C)(C)C, predict the reaction product. (2) Given the reactants C(OC(=O)[NH:7][C:8]1[CH:13]=[CH:12][CH:11]=[C:10]([C:14]2[CH:19]=[CH:18][C:17]([C:20](=[O:22])[NH2:21])=[C:16]([O:23][C:24]3[CH:29]=[CH:28][C:27]([O:30][C:31]4[CH:36]=[CH:35][CH:34]=[CH:33][CH:32]=4)=[CH:26][CH:25]=3)[N:15]=2)[CH:9]=1)(C)(C)C.Cl.O1CCOCC1, predict the reaction product. The product is: [NH2:7][C:8]1[CH:9]=[C:10]([C:14]2[CH:19]=[CH:18][C:17]([C:20]([NH2:21])=[O:22])=[C:16]([O:23][C:24]3[CH:29]=[CH:28][C:27]([O:30][C:31]4[CH:36]=[CH:35][CH:34]=[CH:33][CH:32]=4)=[CH:26][CH:25]=3)[N:15]=2)[CH:11]=[CH:12][CH:13]=1. (3) Given the reactants [Br:1][CH2:2][C:3]([C:5]1[CH:10]=[CH:9][CH:8]=[CH:7][CH:6]=1)=[O:4].[C:11]([O:15][C:16]([NH:18][CH:19]([C:31]1[CH:36]=[CH:35][CH:34]=[CH:33][C:32]=1[F:37])[C:20]([O:22][C@@H:23]1[CH:28]2[CH2:29][CH2:30][N:25]([CH2:26][CH2:27]2)[CH2:24]1)=[O:21])=[O:17])([CH3:14])([CH3:13])[CH3:12], predict the reaction product. The product is: [Br-:1].[C:11]([O:15][C:16]([NH:18][CH:19]([C:31]1[CH:36]=[CH:35][CH:34]=[CH:33][C:32]=1[F:37])[C:20]([O:22][C@@H:23]1[CH:28]2[CH2:29][CH2:30][N+:25]([CH2:2][C:3](=[O:4])[C:5]3[CH:10]=[CH:9][CH:8]=[CH:7][CH:6]=3)([CH2:26][CH2:27]2)[CH2:24]1)=[O:21])=[O:17])([CH3:14])([CH3:12])[CH3:13]. (4) Given the reactants [CH2:1]([O:5][C:6]1[CH:11]=[CH:10][C:9](SC2C=CC(N)=CC=2)=[CH:8][CH:7]=1)[CH2:2][CH2:3][CH3:4].C(OC1C=CC(SC2C=C[C:35]([N+:38]([O-])=O)=[CH:34]C=2)=CC=1)CCC.[NH2:41]C1C=CC=CC=1.FC(F)(F)C1C=C(C=CC=1SC1C=CN=CC=1)N, predict the reaction product. The product is: [CH3:4][C:3]1[CH:2]=[C:1]([O:5][C:6]2[CH:7]=[CH:8][C:9]([NH2:41])=[CH:10][CH:11]=2)[CH:34]=[CH:35][N:38]=1. (5) Given the reactants [CH:1](=O)[C:2]1[CH:7]=[CH:6][C:5]([O:8][CH3:9])=[CH:4][CH:3]=1.Cl.C(=O)(O)O.[NH2:16][NH:17][C:18]([NH2:20])=[NH:19].[OH-].[K+], predict the reaction product. The product is: [CH3:9][O:8][C:5]1[CH:6]=[CH:7][C:2](/[CH:1]=[N:16]/[NH:17][C:18](=[NH:19])[NH2:20])=[CH:3][CH:4]=1. (6) Given the reactants [OH:1][N:2]=[C:3]([C:14]#[N:15])[C:4]1[CH:9]=[CH:8][C:7]([O:10][CH3:11])=[C:6]([O:12][CH3:13])[CH:5]=1.[F:16][C:17]([F:29])([F:28])[C:18]1[CH:19]=[C:20]([S:24](Cl)(=[O:26])=[O:25])[CH:21]=[CH:22][CH:23]=1.C(N(CC)CC)C, predict the reaction product. The product is: [F:29][C:17]([F:16])([F:28])[C:18]1[CH:19]=[C:20]([S:24]([O:1][N:2]=[C:3]([C:14]#[N:15])[C:4]2[CH:9]=[CH:8][C:7]([O:10][CH3:11])=[C:6]([O:12][CH3:13])[CH:5]=2)(=[O:25])=[O:26])[CH:21]=[CH:22][CH:23]=1.